Dataset: Forward reaction prediction with 1.9M reactions from USPTO patents (1976-2016). Task: Predict the product of the given reaction. Given the reactants [Li]C(C)(C)C.Br[C:7]1[CH:12]=[CH:11][C:10]([C:13]([F:16])([F:15])[F:14])=[CH:9][N:8]=1.[CH2:17]([O:19][C:20]([C:22]1[N:23]([C:37]2[CH:42]=[CH:41][C:40]([O:43][CH:44]([CH3:46])[CH3:45])=[CH:39][CH:38]=2)[C:24]2[C:29]([C:30]=1[C:31]([O:33][CH2:34][CH3:35])=[O:32])=[CH:28][C:27](Br)=[CH:26][CH:25]=2)=[O:21])[CH3:18].[NH4+].[Cl-].Cl, predict the reaction product. The product is: [CH2:17]([O:19][C:20]([C:22]1[N:23]([C:37]2[CH:42]=[CH:41][C:40]([O:43][CH:44]([CH3:46])[CH3:45])=[CH:39][CH:38]=2)[C:24]2[C:29]([C:30]=1[C:31]([O:33][CH2:34][CH3:35])=[O:32])=[CH:28][C:27]([C:7]1[CH:12]=[CH:11][C:10]([C:13]([F:16])([F:15])[F:14])=[CH:9][N:8]=1)=[CH:26][CH:25]=2)=[O:21])[CH3:18].